This data is from Forward reaction prediction with 1.9M reactions from USPTO patents (1976-2016). The task is: Predict the product of the given reaction. (1) Given the reactants [F:1][C:2]1([S:12]([C:15]2[CH:20]=[CH:19][CH:18]=[C:17]([C:21]([F:24])([F:23])[F:22])[CH:16]=2)(=[O:14])=[O:13])[CH2:11][CH2:10][C:5]2(OCC[O:6]2)[CH2:4][CH2:3]1, predict the reaction product. The product is: [F:1][C:2]1([S:12]([C:15]2[CH:20]=[CH:19][CH:18]=[C:17]([C:21]([F:22])([F:23])[F:24])[CH:16]=2)(=[O:14])=[O:13])[CH2:3][CH2:4][C:5](=[O:6])[CH2:10][CH2:11]1. (2) Given the reactants [NH2:1][C:2]1[CH:7]=[CH:6][CH:5]=[CH:4][C:3]=1[NH:8][C:9]([C:11]1[S:12][C:13](N2CC=CCC2)=[CH:14][CH:15]=1)=[O:10].[C:22]([O:26][C:27]([NH:29][CH2:30][CH2:31][CH2:32]Br)=[O:28])([CH3:25])([CH3:24])[CH3:23].C([N:36]([CH2:39][CH3:40])[CH2:37][CH3:38])C.[CH3:41]N(C)C(=O)C, predict the reaction product. The product is: [C:22]([O:26][C:27](=[O:28])[NH:29][CH2:30][CH2:31][CH2:32][N:36]1[CH2:37][CH:38]=[C:41]([C:13]2[S:12][C:11]([C:9]([NH:8][C:3]3[CH:4]=[CH:5][CH:6]=[CH:7][C:2]=3[NH2:1])=[O:10])=[CH:15][CH:14]=2)[CH2:40][CH2:39]1)([CH3:25])([CH3:24])[CH3:23]. (3) Given the reactants C(OC(=O)[NH:7][C:8]1[CH:13]=[CH:12][C:11]([C:14]2[CH:15]=[N:16][C:17]([O:20][C@@H:21]3[CH:26]4[CH2:27][CH2:28][N:23]([CH2:24][CH2:25]4)[CH2:22]3)=[N:18][CH:19]=2)=[CH:10][C:9]=1[N+:29]([O-:31])=[O:30])(C)(C)C.Cl, predict the reaction product. The product is: [N:23]12[CH2:28][CH2:27][CH:26]([CH2:25][CH2:24]1)[C@@H:21]([O:20][C:17]1[N:16]=[CH:15][C:14]([C:11]3[CH:12]=[CH:13][C:8]([NH2:7])=[C:9]([N+:29]([O-:31])=[O:30])[CH:10]=3)=[CH:19][N:18]=1)[CH2:22]2. (4) The product is: [C:1]([O:19][CH2:18][C:17]([CH3:20])([CH3:21])[CH2:16][N:15]1[C:9]2[CH:8]=[CH:7][C:6]([Cl:5])=[CH:42][C:10]=2[C@@H:11]([C:32]2[CH:37]=[CH:36][CH:35]=[C:34]([O:38][CH3:39])[C:33]=2[O:40][CH3:41])[O:12][C@H:13]([CH2:23][C:24]([NH:26][C@@H:27]([CH3:31])[C:28]([OH:30])=[O:29])=[O:25])[C:14]1=[O:22])(=[O:3])[CH3:2]. Given the reactants [C:1](Cl)(=[O:3])[CH3:2].[Cl:5][C:6]1[CH:7]=[CH:8][C:9]2[N:15]([CH2:16][C:17]([CH3:21])([CH3:20])[CH2:18][OH:19])[C:14](=[O:22])[C@@H:13]([CH2:23][C:24]([NH:26][C@@H:27]([CH3:31])[C:28]([OH:30])=[O:29])=[O:25])[O:12][C@H:11]([C:32]3[CH:37]=[CH:36][CH:35]=[C:34]([O:38][CH3:39])[C:33]=3[O:40][CH3:41])[C:10]=2[CH:42]=1.N1C=CC=CC=1.C(OCC)(=O)C, predict the reaction product.